Task: Predict the reaction yield, written as a fraction of the theoretical maximum amount of product (1.0 means a 100% yield; for example, 0.34 means a 34% yield).. Dataset: Reaction yield outcomes from USPTO patents with 853,638 reactions (1) The catalyst is C(O)(C)C. The yield is 0.530. The reactants are [Cl:1][C:2]1[CH:18]=[C:17]([C:19]#[N:20])[CH:16]=[C:15]([F:21])[C:3]=1[C:4](Cl)=[N:5][C:6]1[CH:11]=[CH:10][N:9]=[C:8]([Cl:12])[C:7]=1F.NC(N)=[S:24].N1C=CC=CC=1.C(N(CC)CC)C. The product is [Cl:1][C:2]1[CH:18]=[C:17]([CH:16]=[C:15]([F:21])[C:3]=1[C:4]1[S:24][C:7]2[C:8]([Cl:12])=[N:9][CH:10]=[CH:11][C:6]=2[N:5]=1)[C:19]#[N:20]. (2) The reactants are [N+:1]([C:4]1[CH:5]=[C:6]([C:10]2[S:11][C:12]3[CH:17]=[CH:16][N:15]=[CH:14][C:13]=3[N:18]=2)[CH:7]=[CH:8][CH:9]=1)([O-])=O.[NH4+].[Cl-].O. The catalyst is [Fe].CO. The product is [S:11]1[C:12]2[CH:17]=[CH:16][N:15]=[CH:14][C:13]=2[N:18]=[C:10]1[C:6]1[CH:5]=[C:4]([NH2:1])[CH:9]=[CH:8][CH:7]=1. The yield is 0.630. (3) The reactants are [N+:1]([C:4]1[CH:25]=[CH:24][C:7]([O:8][C:9]2[CH:14]=[CH:13][N:12]=[C:11]([NH:15][C:16]([N:18]3[CH2:23][CH2:22][O:21][CH2:20][CH2:19]3)=[O:17])[CH:10]=2)=[CH:6][CH:5]=1)([O-])=O.[Cl-].[NH4+].C(OCC)(=O)C.O1CCCC1.CCCCCC. The catalyst is C(O)C.O.C(OCC)C.[Fe]. The product is [NH2:1][C:4]1[CH:25]=[CH:24][C:7]([O:8][C:9]2[CH:14]=[CH:13][N:12]=[C:11]([NH:15][C:16]([N:18]3[CH2:19][CH2:20][O:21][CH2:22][CH2:23]3)=[O:17])[CH:10]=2)=[CH:6][CH:5]=1. The yield is 0.593. (4) The reactants are [CH2:1]([O:8][C:9]([N:11]1[CH2:13][C@H:12]1[C:14]([OH:16])=[O:15])=[O:10])[C:2]1[CH:7]=[CH:6][CH:5]=[CH:4][CH:3]=1.[CH2:17]([NH:24][CH2:25][CH2:26][NH:27][CH2:28][C:29]1[CH:34]=[CH:33][CH:32]=[CH:31][CH:30]=1)[C:18]1[CH:23]=[CH:22][CH:21]=[CH:20][CH:19]=1.O1CCC[CH2:36]1. No catalyst specified. The product is [CH2:17]([N:24]([CH2:25][CH2:26][NH:27][CH2:28][C:29]1[CH:34]=[CH:33][CH:32]=[CH:31][CH:30]=1)[CH2:13][C@@H:12]([C:14]([O:16][CH3:36])=[O:15])[NH:11][C:9]([O:8][CH2:1][C:2]1[CH:3]=[CH:4][CH:5]=[CH:6][CH:7]=1)=[O:10])[C:18]1[CH:19]=[CH:20][CH:21]=[CH:22][CH:23]=1. The yield is 0.630. (5) The reactants are [NH2:1][CH2:2][C@@H:3]1[C@H:7]([OH:8])[CH2:6][N:5]([CH2:9][CH2:10][N:11]2[C:20]3[C:15](=[N:16][CH:17]=[C:18]([F:21])[CH:19]=3)[CH:14]=[CH:13][C:12]2=[O:22])[CH2:4]1.[O:23]=[C:24]1[CH2:29][O:28][C:27]2[CH:30]=[CH:31][C:32]([CH:34]=O)=[N:33][C:26]=2[NH:25]1.C(=O)([O-])[O-].[Na+].[Na+].C(O[BH-](OC(=O)C)OC(=O)C)(=O)C.[Na+].C(Cl)[Cl:57]. The catalyst is CO. The product is [ClH:57].[F:21][C:18]1[CH:19]=[C:20]2[C:15]([CH:14]=[CH:13][C:12](=[O:22])[N:11]2[CH2:10][CH2:9][N:5]2[CH2:6][C@@H:7]([OH:8])[C@@H:3]([CH2:2][NH:1][CH2:34][C:32]3[CH:31]=[CH:30][C:27]4[O:28][CH2:29][C:24](=[O:23])[NH:25][C:26]=4[N:33]=3)[CH2:4]2)=[N:16][CH:17]=1. The yield is 0.480.